Dataset: Reaction yield outcomes from USPTO patents with 853,638 reactions. Task: Predict the reaction yield, written as a fraction of the theoretical maximum amount of product (1.0 means a 100% yield; for example, 0.34 means a 34% yield). (1) The reactants are C([O:8][C:9](=[O:35])[CH2:10][CH2:11]/[CH:12]=[CH:13]/[C:14]1[CH:23]=[CH:22][CH:21]=[C:20]([NH:24][S:25]([C:28]2[CH:33]=[CH:32][CH:31]=[CH:30][C:29]=2[F:34])(=[O:27])=[O:26])[C:15]=1[C:16]([O:18][CH3:19])=[O:17])C1C=CC=CC=1.[Li+].[OH-]. The catalyst is CO.[OH-].[OH-].[Pd+2]. The product is [F:34][C:29]1[CH:30]=[CH:31][CH:32]=[CH:33][C:28]=1[S:25]([NH:24][C:20]1[C:15]([C:16]([O:18][CH3:19])=[O:17])=[C:14]([CH2:13][CH2:12][CH2:11][CH2:10][C:9]([OH:35])=[O:8])[CH:23]=[CH:22][CH:21]=1)(=[O:27])=[O:26]. The yield is 0.960. (2) The reactants are I[C:2]1[CH:3]=[N:4][N:5]([CH3:7])[CH:6]=1.[Li]CCCC.[N:13](/[C:22]([O:24][C:25]([CH3:28])([CH3:27])[CH3:26])=[O:23])=[N:14]/[C:15]([O:17][C:18]([CH3:21])([CH3:20])[CH3:19])=[O:16]. The catalyst is CCOCC.CCCCCC. The product is [CH3:7][N:5]1[CH:6]=[C:2]([N:13]([C:22]([O:24][C:25]([CH3:28])([CH3:27])[CH3:26])=[O:23])[NH:14][C:15]([O:17][C:18]([CH3:19])([CH3:20])[CH3:21])=[O:16])[CH:3]=[N:4]1. The yield is 0.300. (3) The reactants are [CH3:1][C@:2]12[C@@:19]3([CH3:20])[C@@H:10]([C@:11]4([CH3:33])[C@@H:16]([CH2:17][CH2:18]3)[C:15]([CH3:22])([CH3:21])[C:14]([C:23]3[CH:32]=[CH:31][C:26]([C:27]([O:29][CH3:30])=[O:28])=[CH:25][CH:24]=3)=[CH:13][CH2:12]4)[CH2:9][CH2:8][C@@H:7]1[C@H:6]1[C@H:34]([C:37]([CH3:39])=[CH2:38])[CH2:35][CH2:36][C@:5]1([NH:40][CH2:41][CH2:42][N:43]1[CH2:48][CH2:47][NH:46][CH2:45][CH2:44]1)[CH2:4][CH2:3]2.C(N(C(C)C)C(C)C)C.[CH3:58][N:59]([CH3:65])[C:60](=[O:64])[C:61](O)=[O:62]. The catalyst is ClCCl.O. The product is [CH3:58][N:59]([CH3:65])[C:60](=[O:64])[C:61]([N:46]1[CH2:45][CH2:44][N:43]([CH2:42][CH2:41][NH:40][C@:5]23[CH2:36][CH2:35][C@@H:34]([C:37]([CH3:39])=[CH2:38])[C@@H:6]2[C@@H:7]2[C@@:2]([CH3:1])([CH2:3][CH2:4]3)[C@@:19]3([CH3:20])[C@@H:10]([C@:11]4([CH3:33])[C@@H:16]([CH2:17][CH2:18]3)[C:15]([CH3:21])([CH3:22])[C:14]([C:23]3[CH:32]=[CH:31][C:26]([C:27]([O:29][CH3:30])=[O:28])=[CH:25][CH:24]=3)=[CH:13][CH2:12]4)[CH2:9][CH2:8]2)[CH2:48][CH2:47]1)=[O:62]. The yield is 0.700. (4) The reactants are [Cl:1][C:2]1[CH:7]=[C:6]([C:8]([F:11])([F:10])[F:9])[CH:5]=[C:4]([Cl:12])[C:3]=1[N:13]1[C:17]([N:18]([CH2:20][CH2:21][OH:22])[CH3:19])=[C:16]([S:23]([C:26]([F:29])([F:28])[F:27])(=[O:25])=[O:24])[C:15]([C:30]#[N:31])=[N:14]1.[H-].[Na+].[C:34]1([CH3:44])[CH:39]=[CH:38][C:37]([S:40](Cl)(=[O:42])=[O:41])=[CH:36][CH:35]=1.[Cl-].[NH4+]. The catalyst is O1CCCC1.C(OCC)(=O)C. The product is [Cl:12][C:4]1[CH:5]=[C:6]([C:8]([F:11])([F:10])[F:9])[CH:7]=[C:2]([Cl:1])[C:3]=1[N:13]1[C:17]([N:18]([CH3:19])[CH2:20][CH2:21][O:22][S:40]([C:37]2[CH:38]=[CH:39][C:34]([CH3:44])=[CH:35][CH:36]=2)(=[O:42])=[O:41])=[C:16]([S:23]([C:26]([F:29])([F:27])[F:28])(=[O:24])=[O:25])[C:15]([C:30]#[N:31])=[N:14]1. The yield is 0.550. (5) The reactants are [Si]([O:8][CH:9]([C:22]1[O:23][C:24]([C:27]2[CH:28]=[C:29]([C:33](=[O:38])[C:34]([F:37])([F:36])[F:35])[CH:30]=[CH:31][CH:32]=2)=[CH:25][N:26]=1)[CH2:10][CH2:11][CH2:12][CH2:13][CH2:14][CH2:15][C:16]1[CH:21]=[CH:20][CH:19]=[CH:18][CH:17]=1)(C(C)(C)C)(C)C.[Si](OC(C1OC([Sn](CCCC)(CCCC)CCCC)=CN=1)CCCCCCC1C=CC=CC=1)(C(C)(C)C)(C)C.ClC1C=C(C(=O)C(F)(F)F)C=CC=1. No catalyst specified. The product is [C:16]1([CH2:15][CH2:14][CH2:13][CH2:12][CH2:11][CH2:10][C:9]([C:22]2[O:23][C:24]([C:27]3[CH:32]=[CH:31][CH:30]=[C:29]([C:33](=[O:38])[C:34]([F:37])([F:35])[F:36])[CH:28]=3)=[CH:25][N:26]=2)=[O:8])[CH:21]=[CH:20][CH:19]=[CH:18][CH:17]=1. The yield is 0.870. (6) The reactants are [N:1]([CH2:4][CH:5]1[CH2:9][C:8]2[CH:10]=[C:11]([CH:20]3[CH2:24][CH2:23][CH2:22][CH2:21]3)[CH:12]=[C:13]([C:14]3[CH:19]=[CH:18][CH:17]=[CH:16][CH:15]=3)[C:7]=2[O:6]1)=[N+]=[N-].C1(P(C2C=CC=CC=2)C2C=CC=CC=2)C=CC=CC=1. No catalyst specified. The product is [CH:20]1([C:11]2[CH:12]=[C:13]([C:14]3[CH:19]=[CH:18][CH:17]=[CH:16][CH:15]=3)[C:7]3[O:6][CH:5]([CH2:4][NH2:1])[CH2:9][C:8]=3[CH:10]=2)[CH2:21][CH2:22][CH2:23][CH2:24]1. The yield is 0.500. (7) The reactants are [C:1]([C:3]1[CH:4]=[C:5]([CH:13]([CH2:17][CH:18]2[CH2:22][CH2:21][CH2:20][CH2:19]2)[C:14](O)=[O:15])[CH:6]=[CH:7][C:8]=1[S:9]([CH3:12])(=[O:11])=[O:10])#[N:2].C(Cl)(=O)C(Cl)=O.[NH2:29][C:30]1[CH:35]=[CH:34][N:33]=[CH:32][N:31]=1.C(N(CC)CC)C.Cl. The catalyst is C(Cl)Cl.CN(C)C=O.O.C(OCC)(=O)C. The product is [C:1]([C:3]1[CH:4]=[C:5]([CH:13]([CH2:17][CH:18]2[CH2:19][CH2:20][CH2:21][CH2:22]2)[C:14]([NH:29][C:30]2[CH:35]=[CH:34][N:33]=[CH:32][N:31]=2)=[O:15])[CH:6]=[CH:7][C:8]=1[S:9]([CH3:12])(=[O:10])=[O:11])#[N:2]. The yield is 0.220.